Dataset: Reaction yield outcomes from USPTO patents with 853,638 reactions. Task: Predict the reaction yield, written as a fraction of the theoretical maximum amount of product (1.0 means a 100% yield; for example, 0.34 means a 34% yield). (1) The reactants are Cl[C:2]([F:7])([F:6])C([O-])=O.[Na+].[OH:9][C:10]1[CH:17]=[CH:16][C:13]([CH:14]=[O:15])=[CH:12][C:11]=1[CH3:18].C(=O)([O-])[O-].[K+].[K+]. The catalyst is CN(C=O)C.O. The product is [F:7][CH:2]([F:6])[O:9][C:10]1[CH:17]=[CH:16][C:13]([CH:14]=[O:15])=[CH:12][C:11]=1[CH3:18]. The yield is 0.630. (2) The reactants are Cl.[NH2:2][CH:3]1[CH2:8][CH2:7][CH:6]([NH:9][C:10]([C:12]2[C:13]([C:18]3[C:23]([Cl:24])=[CH:22][CH:21]=[CH:20][C:19]=3[Cl:25])=[N:14][O:15][C:16]=2[CH3:17])=[O:11])[CH2:5][CH2:4]1.[C:26](O)(=O)[CH3:27].[CH:30](=O)[CH3:31].[BH-](OC(C)=O)(OC(C)=O)OC(C)=O.[Na+]. The catalyst is ClCCCl. The product is [Cl:24][C:23]1[CH:22]=[CH:21][CH:20]=[C:19]([Cl:25])[C:18]=1[C:13]1[C:12]([C:10]([NH:9][CH:6]2[CH2:7][CH2:8][CH:3]([N:2]([CH2:26][CH3:27])[CH2:30][CH3:31])[CH2:4][CH2:5]2)=[O:11])=[C:16]([CH3:17])[O:15][N:14]=1. The yield is 0.650. (3) The reactants are [CH:1]1([CH2:6][C@@H:7]([C:20]([NH:22][NH:23][C:24]2[C:29]([F:30])=[C:28](Cl)[N:27]=[C:26]([Cl:32])[N:25]=2)=[O:21])[CH2:8][N:9]([O:12][CH2:13][C:14]2[CH:19]=[CH:18][CH:17]=[CH:16][CH:15]=2)[CH:10]=[O:11])[CH2:5][CH2:4][CH2:3][CH2:2]1.[NH:33]1[CH2:37][CH2:36][CH2:35][C@H:34]1[CH2:38][N:39]1[C:43]2[N:44]=[CH:45][N:46]=[CH:47][C:42]=2[N:41]=[N:40]1.CCN(C(C)C)C(C)C. The catalyst is CS(C)=O. The product is [Cl:32][C:26]1[N:25]=[C:24]([NH:23][NH:22][C:20](=[O:21])[C@H:7]([CH2:6][CH:1]2[CH2:2][CH2:3][CH2:4][CH2:5]2)[CH2:8][N:9]([O:12][CH2:13][C:14]2[CH:19]=[CH:18][CH:17]=[CH:16][CH:15]=2)[CH:10]=[O:11])[C:29]([F:30])=[C:28]([N:33]2[CH2:37][CH2:36][CH2:35][C@H:34]2[CH2:38][N:39]2[C:43]3[N:44]=[CH:45][N:46]=[CH:47][C:42]=3[N:41]=[N:40]2)[N:27]=1. The yield is 0.210. (4) The catalyst is CN(C)C=O. The yield is 0.830. The product is [CH:35]1([NH:40][C:22]([C:20]2[CH:19]=[CH:18][C:12]3[N:13]4[CH2:17][C@H:16]([CH2:15][CH2:14]4)[N:10]([C:8]([NH:7][C:2]4[CH:3]=[CH:4][CH:5]=[CH:6][N:1]=4)=[O:9])[C:11]=3[N:21]=2)=[O:24])[CH2:36][CH2:37][CH2:38]1. The reactants are [N:1]1[CH:6]=[CH:5][CH:4]=[CH:3][C:2]=1[NH:7][C:8]([N:10]1[C@@H:16]2[CH2:17][N:13]([CH2:14][CH2:15]2)[C:12]2[CH:18]=[CH:19][C:20]([C:22]([OH:24])=O)=[N:21][C:11]1=2)=[O:9].CN(C(ON1N=[N:40][C:35]2[CH:36]=[CH:37][CH:38]=NC1=2)=[N+](C)C)C.F[P-](F)(F)(F)(F)F.CCN(C(C)C)C(C)C.C1(N)CCC1. (5) The reactants are C[Si](C)(C)[C:3]#[C:4][C:5]1[C:6]([CH:19]=[O:20])=[CH:7][C:8]2[C:9]([CH3:18])([CH3:17])[CH2:10][CH2:11][C:12]([CH3:16])([CH3:15])[C:13]=2[CH:14]=1.C(=O)([O-])[O-].[K+].[K+].O. The catalyst is CO. The product is [C:4]([C:5]1[C:6]([CH:19]=[O:20])=[CH:7][C:8]2[C:9]([CH3:18])([CH3:17])[CH2:10][CH2:11][C:12]([CH3:15])([CH3:16])[C:13]=2[CH:14]=1)#[CH:3]. The yield is 0.730. (6) The reactants are [CH2:1]([C@:4]1([C:20]2[CH:25]=[CH:24][C:23]([F:26])=[CH:22][CH:21]=2)[CH2:9][CH2:8][N:7]([C@H:10]([C:12]2[CH:17]=[CH:16][C:15]([Br:18])=[CH:14][CH:13]=2)[CH3:11])[C:6](=[O:19])[CH2:5]1)[CH:2]=[CH2:3].B.C1C[O:31]CC1. The catalyst is C1COCC1. The product is [Br:18][C:15]1[CH:16]=[CH:17][C:12]([C@@H:10]([N:7]2[CH2:8][CH2:9][C@@:4]([C:20]3[CH:25]=[CH:24][C:23]([F:26])=[CH:22][CH:21]=3)([CH2:1][CH2:2][CH2:3][OH:31])[CH2:5][C:6]2=[O:19])[CH3:11])=[CH:13][CH:14]=1. The yield is 0.410. (7) The reactants are [C:1]([O:5][C:6]([N:8]1[CH2:23][CH2:22][N:11]2[C:12]3[CH:13]=[CH:14][CH:15]=[CH:16][C:17]=3[C:18]([C:19]([OH:21])=O)=[C:10]2[CH2:9]1)=[O:7])([CH3:4])([CH3:3])[CH3:2].[CH3:24][O:25][C:26]1[CH:31]=[CH:30][CH:29]=[CH:28][C:27]=1[CH:32]1[CH2:37][CH2:36][NH:35][CH2:34][CH2:33]1.ON1C2C=CC=CC=2N=N1.Cl.CN(C)CCCN=C=NCC. The catalyst is CN(C)C=O.[Cl-].[NH4+]. The product is [C:1]([O:5][C:6]([N:8]1[CH2:23][CH2:22][N:11]2[C:12]3[CH:13]=[CH:14][CH:15]=[CH:16][C:17]=3[C:18]([C:19]([N:35]3[CH2:36][CH2:37][CH:32]([C:27]4[CH:28]=[CH:29][CH:30]=[CH:31][C:26]=4[O:25][CH3:24])[CH2:33][CH2:34]3)=[O:21])=[C:10]2[CH2:9]1)=[O:7])([CH3:3])([CH3:4])[CH3:2]. The yield is 0.560.